From a dataset of Reaction yield outcomes from USPTO patents with 853,638 reactions. Predict the reaction yield, written as a fraction of the theoretical maximum amount of product (1.0 means a 100% yield; for example, 0.34 means a 34% yield). (1) The reactants are [CH2:1]([O:8][C@@H:9]([C@@H:35]1[NH:40][C@@H:39]([CH3:41])[CH:38]([OH:42])[O:37][CH2:36]1)[C@@H:10]([N:20]([CH2:28][C:29]1[CH:34]=[CH:33][CH:32]=[CH:31][CH:30]=1)[CH2:21][C:22]1[CH:27]=[CH:26][CH:25]=[CH:24][CH:23]=1)[CH2:11][C:12]1[CH:17]=[C:16]([F:18])[CH:15]=[C:14]([F:19])[CH:13]=1)[C:2]1[CH:7]=[CH:6][CH:5]=[CH:4][CH:3]=1.[CH2:43](O)[C:44]([CH3:47])([CH3:46])[CH3:45].CS(O)(=O)=O.C(=O)(O)[O-].[Na+]. The catalyst is ClCCl. The product is [CH2:28]([N:20]([CH2:21][C:22]1[CH:27]=[CH:26][CH:25]=[CH:24][CH:23]=1)[C@@H:10]([CH2:11][C:12]1[CH:13]=[C:14]([F:19])[CH:15]=[C:16]([F:18])[CH:17]=1)[C@@H:9]([O:8][CH2:1][C:2]1[CH:3]=[CH:4][CH:5]=[CH:6][CH:7]=1)[C@H:35]1[CH2:36][O:37][C@@H:38]([O:42][CH2:43][C:44]([CH3:47])([CH3:46])[CH3:45])[C@H:39]([CH3:41])[NH:40]1)[C:29]1[CH:30]=[CH:31][CH:32]=[CH:33][CH:34]=1. The yield is 0.560. (2) The reactants are [NH2:1][C:2]1[S:6][C:5]2[CH:7]3[O:12][CH:10]([CH2:11][C:4]=2[C:3]=1[C:13]([CH:15]1[CH2:18][CH2:17][CH2:16]1)=[O:14])[CH2:9][CH2:8]3.C(N(CC)CC)C.ClC(Cl)(O[C:30](=[O:36])OC(Cl)(Cl)Cl)Cl.[CH3:38][C:39]([NH2:43])([CH2:41][CH3:42])[CH3:40]. The catalyst is O1CCCC1. The product is [CH:15]1([C:13]([C:3]2[C:4]3[CH2:11][CH:10]4[O:12][CH:7]([CH2:8][CH2:9]4)[C:5]=3[S:6][C:2]=2[NH:1][C:30]([NH:43][C:39]([CH3:40])([CH3:38])[CH2:41][CH3:42])=[O:36])=[O:14])[CH2:16][CH2:17][CH2:18]1. The yield is 0.560. (3) The reactants are [N:1]1([C:20]([O:22][C:23]([CH3:26])([CH3:25])[CH3:24])=[O:21])[CH2:6][CH2:5][C:4]2([CH2:15][CH:14]([C:16](OC)=[O:17])[C:13]3[C:8](=[CH:9][CH:10]=[CH:11][CH:12]=3)[O:7]2)[CH2:3][CH2:2]1.[H-].[H-].[H-].[H-].[Li+].[Al+3]. The catalyst is C1COCC1. The product is [OH:17][CH2:16][CH:14]1[C:13]2[C:8](=[CH:9][CH:10]=[CH:11][CH:12]=2)[O:7][C:4]2([CH2:5][CH2:6][N:1]([C:20]([O:22][C:23]([CH3:26])([CH3:25])[CH3:24])=[O:21])[CH2:2][CH2:3]2)[CH2:15]1. The yield is 0.660. (4) The reactants are [CH3:1][O:2][C:3]1[CH:12]=[CH:11][CH:10]=[C:9]2[C:4]=1[CH2:5][CH2:6][C:7]([NH2:16])([C:13]([OH:15])=[O:14])[CH2:8]2.C(N(CC)CC)C.[C:24](=O)([O:40]N1C(=O)CCC1=O)[O:25][CH2:26][CH:27]1[C:39]2[CH:38]=[CH:37][CH:36]=[CH:35][C:34]=2[C:33]2[C:28]1=[CH:29][CH:30]=[CH:31][CH:32]=2. The catalyst is C(#N)C.O. The product is [C:24]([CH:8]1[C:9]2[C:4](=[C:3]([O:2][CH3:1])[CH:12]=[CH:11][CH:10]=2)[CH2:5][CH2:6][C:7]1([NH2:16])[C:13]([OH:15])=[O:14])([O:25][CH2:26][CH:27]1[C:28]2[C:33](=[CH:32][CH:31]=[CH:30][CH:29]=2)[C:34]2[C:39]1=[CH:38][CH:37]=[CH:36][CH:35]=2)=[O:40]. The yield is 0.710. (5) The reactants are [C:1]1(=[O:14])[C:6]2[S:7][C:8]3[CH2:13][CH2:12][CH2:11][CH2:10][C:9]=3[C:5]=2[CH2:4][CH2:3][NH:2]1.[C:15]([O:18][CH2:19][C:20]1[C:25]([Br:26])=[CH:24][C:23]([F:27])=[CH:22][C:21]=1Br)(=[O:17])[CH3:16].CC1(C)C2C(=C(P(C3C=CC=CC=3)C3C=CC=CC=3)C=CC=2)OC2C(P(C3C=CC=CC=3)C3C=CC=CC=3)=CC=CC1=2.C([O-])([O-])=O.[Cs+].[Cs+]. The catalyst is O1CCOCC1.C1C=CC(/C=C/C(/C=C/C2C=CC=CC=2)=O)=CC=1.C1C=CC(/C=C/C(/C=C/C2C=CC=CC=2)=O)=CC=1.C1C=CC(/C=C/C(/C=C/C2C=CC=CC=2)=O)=CC=1.[Pd].[Pd]. The product is [C:15]([O:18][CH2:19][C:20]1[C:21]([N:2]2[CH2:3][CH2:4][C:5]3[C:9]4[CH2:10][CH2:11][CH2:12][CH2:13][C:8]=4[S:7][C:6]=3[C:1]2=[O:14])=[CH:22][C:23]([F:27])=[CH:24][C:25]=1[Br:26])(=[O:17])[CH3:16]. The yield is 0.770. (6) The reactants are [H-].[Na+].[CH3:3][O:4][C:5](=[O:14])[CH2:6][C:7]1[CH:12]=[CH:11][C:10]([Br:13])=[CH:9][N:8]=1.[Cl:15][CH2:16][CH2:17][CH2:18]Br.O. The catalyst is CN(C=O)C. The product is [CH3:3][O:4][C:5](=[O:14])[CH:6]([C:7]1[CH:12]=[CH:11][C:10]([Br:13])=[CH:9][N:8]=1)[CH2:18][CH2:17][CH2:16][Cl:15]. The yield is 0.600.